From a dataset of NCI-60 drug combinations with 297,098 pairs across 59 cell lines. Regression. Given two drug SMILES strings and cell line genomic features, predict the synergy score measuring deviation from expected non-interaction effect. (1) Drug 1: CC1=CC2C(CCC3(C2CCC3(C(=O)C)OC(=O)C)C)C4(C1=CC(=O)CC4)C. Drug 2: CC1CCCC2(C(O2)CC(NC(=O)CC(C(C(=O)C(C1O)C)(C)C)O)C(=CC3=CSC(=N3)C)C)C. Cell line: COLO 205. Synergy scores: CSS=-1.93, Synergy_ZIP=1.09, Synergy_Bliss=1.61, Synergy_Loewe=-5.00, Synergy_HSA=-2.70. (2) Cell line: OVCAR3. Drug 2: COCCOC1=C(C=C2C(=C1)C(=NC=N2)NC3=CC=CC(=C3)C#C)OCCOC.Cl. Drug 1: CCC1(CC2CC(C3=C(CCN(C2)C1)C4=CC=CC=C4N3)(C5=C(C=C6C(=C5)C78CCN9C7C(C=CC9)(C(C(C8N6C=O)(C(=O)OC)O)OC(=O)C)CC)OC)C(=O)OC)O.OS(=O)(=O)O. Synergy scores: CSS=10.9, Synergy_ZIP=-2.95, Synergy_Bliss=-7.21, Synergy_Loewe=-0.575, Synergy_HSA=-4.51. (3) Drug 1: CC1=C(C(=CC=C1)Cl)NC(=O)C2=CN=C(S2)NC3=CC(=NC(=N3)C)N4CCN(CC4)CCO. Drug 2: N.N.Cl[Pt+2]Cl. Cell line: UO-31. Synergy scores: CSS=45.6, Synergy_ZIP=-6.79, Synergy_Bliss=-3.33, Synergy_Loewe=-9.93, Synergy_HSA=-0.577. (4) Drug 1: CC12CCC(CC1=CCC3C2CCC4(C3CC=C4C5=CN=CC=C5)C)O. Drug 2: CCC1(CC2CC(C3=C(CCN(C2)C1)C4=CC=CC=C4N3)(C5=C(C=C6C(=C5)C78CCN9C7C(C=CC9)(C(C(C8N6C=O)(C(=O)OC)O)OC(=O)C)CC)OC)C(=O)OC)O.OS(=O)(=O)O. Cell line: NCI-H322M. Synergy scores: CSS=3.40, Synergy_ZIP=0.200, Synergy_Bliss=7.62, Synergy_Loewe=0.742, Synergy_HSA=6.75. (5) Drug 1: CCC(=C(C1=CC=CC=C1)C2=CC=C(C=C2)OCCN(C)C)C3=CC=CC=C3.C(C(=O)O)C(CC(=O)O)(C(=O)O)O. Drug 2: CC1=C2C(C(=O)C3(C(CC4C(C3C(C(C2(C)C)(CC1OC(=O)C(C(C5=CC=CC=C5)NC(=O)C6=CC=CC=C6)O)O)OC(=O)C7=CC=CC=C7)(CO4)OC(=O)C)O)C)OC(=O)C. Cell line: CCRF-CEM. Synergy scores: CSS=50.5, Synergy_ZIP=14.6, Synergy_Bliss=10.0, Synergy_Loewe=-6.46, Synergy_HSA=7.19.